Dataset: NCI-60 drug combinations with 297,098 pairs across 59 cell lines. Task: Regression. Given two drug SMILES strings and cell line genomic features, predict the synergy score measuring deviation from expected non-interaction effect. (1) Drug 1: C1=NC2=C(N1)C(=S)N=C(N2)N. Drug 2: CC1=C(C(CCC1)(C)C)C=CC(=CC=CC(=CC(=O)O)C)C. Cell line: SNB-19. Synergy scores: CSS=-6.10, Synergy_ZIP=-0.167, Synergy_Bliss=-5.04, Synergy_Loewe=-10.8, Synergy_HSA=-9.43. (2) Drug 1: CC1=C2C(C(=O)C3(C(CC4C(C3C(C(C2(C)C)(CC1OC(=O)C(C(C5=CC=CC=C5)NC(=O)OC(C)(C)C)O)O)OC(=O)C6=CC=CC=C6)(CO4)OC(=O)C)OC)C)OC. Drug 2: CN1C(=O)N2C=NC(=C2N=N1)C(=O)N. Cell line: BT-549. Synergy scores: CSS=37.3, Synergy_ZIP=3.25, Synergy_Bliss=-0.766, Synergy_Loewe=-33.1, Synergy_HSA=-2.30.